This data is from Forward reaction prediction with 1.9M reactions from USPTO patents (1976-2016). The task is: Predict the product of the given reaction. (1) Given the reactants [CH3:1][C:2]([O:5][C:6]([NH:8][C@@H:9]([C:13]([OH:15])=O)[CH:10]1[CH2:12][CH2:11]1)=[O:7])([CH3:4])[CH3:3].Cl.[NH:17]1[CH2:20][CH:19]([C:21]#[N:22])[CH2:18]1.C(N(CC)C(C)C)(C)C.CN(C(ON1N=NC2C=CC=NC1=2)=[N+](C)C)C.F[P-](F)(F)(F)(F)F, predict the reaction product. The product is: [C:2]([O:5][C:6](=[O:7])[NH:8][C@H:9]([CH:10]1[CH2:11][CH2:12]1)[C:13]([N:17]1[CH2:20][CH:19]([C:21]#[N:22])[CH2:18]1)=[O:15])([CH3:1])([CH3:3])[CH3:4]. (2) Given the reactants [F:1][C:2]1[CH:3]=[C:4]([N:9]2[CH2:13][C@H:12]([CH2:14][N:15]=[N+:16]=[N-:17])[O:11][C:10]2=[O:18])[CH:5]=[CH:6][C:7]=1[I:8].[CH2:19]([OH:22])[C:20]#[CH:21], predict the reaction product. The product is: [F:1][C:2]1[CH:3]=[C:4]([N:9]2[CH2:13][C@H:12]([CH2:14][N:15]3[CH:21]=[C:20]([CH2:19][OH:22])[N:17]=[N:16]3)[O:11][C:10]2=[O:18])[CH:5]=[CH:6][C:7]=1[I:8]. (3) Given the reactants [C:1]([C:5]1[CH:10]=[CH:9][C:8]([C:11]2[CH:12]=[CH:13][CH:14]=[C:15]3[C:19]=2[CH2:18][C:17]([CH3:20])=[CH:16]3)=[CH:7][CH:6]=1)([CH3:4])([CH3:3])[CH3:2].[C:21]([C:25]1[CH:33]=[C:32]2[C:28]([CH:29]=[C:30]([CH3:38])[CH:31]2[Si:34](Cl)([CH3:36])[CH3:35])=[C:27]([C:39]2[CH:44]=[CH:43][C:42]([C:45]([CH3:48])([CH3:47])[CH3:46])=[CH:41][CH:40]=2)[C:26]=1[O:49][CH3:50])([CH3:24])([CH3:23])[CH3:22].O, predict the reaction product. The product is: [C:21]([C:25]1[CH:33]=[C:32]2[C:28]([CH:29]=[C:30]([CH3:38])[CH:31]2[Si:34]([CH:16]2[C:15]3[C:19](=[C:11]([C:8]4[CH:7]=[CH:6][C:5]([C:1]([CH3:4])([CH3:3])[CH3:2])=[CH:10][CH:9]=4)[CH:12]=[CH:13][CH:14]=3)[CH:18]=[C:17]2[CH3:20])([CH3:36])[CH3:35])=[C:27]([C:39]2[CH:44]=[CH:43][C:42]([C:45]([CH3:48])([CH3:47])[CH3:46])=[CH:41][CH:40]=2)[C:26]=1[O:49][CH3:50])([CH3:24])([CH3:23])[CH3:22].